Dataset: Full USPTO retrosynthesis dataset with 1.9M reactions from patents (1976-2016). Task: Predict the reactants needed to synthesize the given product. (1) Given the product [CH:12]([SiH:15]([CH:17]([CH3:19])[CH3:18])[C:6]#[C:5][Si:2]([CH3:4])([CH3:3])[CH3:1])([CH3:14])[CH3:13], predict the reactants needed to synthesize it. The reactants are: [CH3:1][Si:2]([C:5]#[CH:6])([CH3:4])[CH3:3].C([Li])CCC.[CH:12]([SiH:15]([CH:17]([CH3:19])[CH3:18])Cl)([CH3:14])[CH3:13]. (2) Given the product [Si:1]([O:18][CH2:19][C:20]1([CH:23]=[O:24])[CH2:22][CH2:21]1)([C:14]([CH3:16])([CH3:17])[CH3:15])([C:8]1[CH:9]=[CH:10][CH:11]=[CH:12][CH:13]=1)[C:2]1[CH:3]=[CH:4][CH:5]=[CH:6][CH:7]=1, predict the reactants needed to synthesize it. The reactants are: [Si:1]([O:18][CH2:19][C:20]1([CH2:23][OH:24])[CH2:22][CH2:21]1)([C:14]([CH3:17])([CH3:16])[CH3:15])([C:8]1[CH:13]=[CH:12][CH:11]=[CH:10][CH:9]=1)[C:2]1[CH:7]=[CH:6][CH:5]=[CH:4][CH:3]=1.COC(C)(C)C.C(=O)(O)[O-].[Na+].CCCCCCC.C(OCC)(=O)C. (3) Given the product [C:11]1([C:12]2[CH:4]=[CH:3][CH:2]=[CH:14][CH:13]=2)[CH:6]=[CH:7][CH:8]=[CH:9][C:10]=1[C:5]1([OH:15])[C:4]2[CH:3]=[C:2]([Br:1])[CH:14]=[CH:13][C:12]=2[C:11]2[C:6]1=[CH:7][CH:8]=[CH:9][CH:10]=2, predict the reactants needed to synthesize it. The reactants are: [Br:1][C:2]1[CH:14]=[CH:13][C:12]2[C:11]3[C:6](=[CH:7][CH:8]=[CH:9][CH:10]=3)[C:5](=[O:15])[C:4]=2[CH:3]=1. (4) Given the product [Cl:7][C:8]1[CH:9]=[CH:10][C:11]([C:14]2[N:15]=[C:16]([C:19]3[CH:20]=[N:21][CH:22]=[CH:23][C:24]=3[N:1]3[CH2:6][CH2:5][O:4][CH2:3][CH2:2]3)[S:17][CH:18]=2)=[CH:12][CH:13]=1, predict the reactants needed to synthesize it. The reactants are: [NH:1]1[CH2:6][CH2:5][O:4][CH2:3][CH2:2]1.[Cl:7][C:8]1[CH:13]=[CH:12][C:11]([C:14]2[N:15]=[C:16]([C:19]3[CH:20]=[N:21][CH:22]=[CH:23][C:24]=3Cl)[S:17][CH:18]=2)=[CH:10][CH:9]=1.[I-].[Na+]. (5) Given the product [CH3:12][C:13]1[C-:33]([CH2:34][N:15]([CH2:7][C-:3]2[CH:4]=[CH:5][CH:6]=[C:2]2[CH3:1])[CH2:16][CH2:17][CH2:18][CH2:19][CH2:20][CH2:21][OH:22])[CH:11]=[CH:10][CH:9]=1.[CH-:2]1[CH:3]=[CH:4][CH:5]=[CH:6]1.[Fe+2:14].[CH-:2]1[CH:3]=[CH:4][CH:5]=[CH:6]1.[Fe+2:14], predict the reactants needed to synthesize it. The reactants are: [CH3:1][C:2]1[C-:3]([CH:7]=O)[CH:4]=[CH:5][CH:6]=1.[CH-:9]1[CH:13]=[CH:12][CH:11]=[CH:10]1.[Fe+2:14].[NH2:15][CH2:16][CH2:17][CH2:18][CH2:19][CH2:20][CH2:21][OH:22].C(O[BH-](O[C:33](=O)[CH3:34])OC(=O)C)(=O)C.[Na+].[OH-].[Na+]. (6) Given the product [C:34]([C:2]1[C:7]2[CH:8]=[C:9]([CH2:11][CH:12]3[CH2:17][CH2:16][CH2:15][CH2:14][N:13]3[C:18]([C:20]3[N:21]=[C:22]([CH3:32])[S:23][C:24]=3[C:25]3[CH:30]=[CH:29][C:28]([F:31])=[CH:27][CH:26]=3)=[O:19])[O:10][C:6]=2[CH:5]=[CH:4][CH:3]=1)#[N:35], predict the reactants needed to synthesize it. The reactants are: Br[C:2]1[C:7]2[CH:8]=[C:9]([CH2:11][CH:12]3[CH2:17][CH2:16][CH2:15][CH2:14][N:13]3[C:18]([C:20]3[N:21]=[C:22]([CH3:32])[S:23][C:24]=3[C:25]3[CH:30]=[CH:29][C:28]([F:31])=[CH:27][CH:26]=3)=[O:19])[O:10][C:6]=2[CH:5]=[CH:4][CH:3]=1.C[CH2:34][N:35](C1C=CC(C(C2C(S([O-])(=O)=O)=CC(S([O-])(=O)=O)=C(O)C=2)=C2C=CC(=[N+](CC)CC)C=C2)=CC=1)CC.CCN(C1C=CC(C(C2C(S([O-])(=O)=O)=CC(S([O-])(=O)=O)=C(O)C=2)=C2C=CC(=[N+](CC)CC)C=C2)=CC=1)CC.[Ca+2].[Cu]C#N. (7) Given the product [ClH:1].[NH2:40][C@H:37]1[CH2:38][CH2:39][N:35]([CH:28]([CH:29]2[CH2:34][CH2:33][O:32][CH2:31][CH2:30]2)[C:27]([N:21]2[CH2:26][CH2:25][O:24][CH2:23][CH2:22]2)=[O:49])[C:36]1=[O:48], predict the reactants needed to synthesize it. The reactants are: [ClH:1].N[C@H]1CCN([C@H](C(N2CCOCC2)=O)C(C)C)C1=O.[N:21]1([C:27](=[O:49])[CH:28]([N:35]2[CH2:39][CH2:38][C@H:37]([NH:40]C(=O)OC(C)(C)C)[C:36]2=[O:48])[CH:29]2[CH2:34][CH2:33][O:32][CH2:31][CH2:30]2)[CH2:26][CH2:25][O:24][CH2:23][CH2:22]1. (8) Given the product [CH:24]1([NH:28][C:19](=[O:21])[C:18]2[CH:22]=[CH:23][C:15]([O:14][CH2:13][C:3]3[C:4]([C:7]4[CH:8]=[CH:9][CH:10]=[CH:11][CH:12]=4)=[N:5][O:6][C:2]=3[CH3:1])=[N:16][CH:17]=2)[CH2:27][CH2:26][CH2:25]1, predict the reactants needed to synthesize it. The reactants are: [CH3:1][C:2]1[O:6][N:5]=[C:4]([C:7]2[CH:12]=[CH:11][CH:10]=[CH:9][CH:8]=2)[C:3]=1[CH2:13][O:14][C:15]1[CH:23]=[CH:22][C:18]([C:19]([OH:21])=O)=[CH:17][N:16]=1.[CH:24]1([NH2:28])[CH2:27][CH2:26][CH2:25]1.